From a dataset of Full USPTO retrosynthesis dataset with 1.9M reactions from patents (1976-2016). Predict the reactants needed to synthesize the given product. (1) Given the product [C:1]([O:5][C:6]([N:8]1[CH2:13][CH2:12][N:11]([C:14]2[CH:19]=[CH:18][C:17]([N:32]3[CH2:31][C@H:30]([CH3:29])[O:35][C@H:34]([CH3:36])[CH2:33]3)=[CH:16][C:15]=2[CH:21]2[CH2:26][CH2:25][C:24]([CH3:28])([CH3:27])[CH2:23][CH2:22]2)[CH2:10][CH2:9]1)=[O:7])([CH3:4])([CH3:3])[CH3:2], predict the reactants needed to synthesize it. The reactants are: [C:1]([O:5][C:6]([N:8]1[CH2:13][CH2:12][N:11]([C:14]2[CH:19]=[CH:18][C:17](Br)=[CH:16][C:15]=2[CH:21]2[CH2:26][CH2:25][C:24]([CH3:28])([CH3:27])[CH2:23][CH2:22]2)[CH2:10][CH2:9]1)=[O:7])([CH3:4])([CH3:3])[CH3:2].[CH3:29][C@H:30]1[O:35][C@@H:34]([CH3:36])[CH2:33][NH:32][CH2:31]1.CC(C)([O-])C.[Na+].F[B-](F)(F)F.C([PH+](C(C)(C)C)C(C)(C)C)(C)(C)C. (2) Given the product [CH3:1][C:2]1[CH:7]=[CH:6][C:5]([S:8]([O:11][CH2:12][CH:13]([O:16][Si:26]([C:22]([CH3:25])([CH3:24])[CH3:23])([CH3:28])[CH3:27])[CH2:14][Cl:15])(=[O:10])=[O:9])=[CH:4][CH:3]=1, predict the reactants needed to synthesize it. The reactants are: [CH3:1][C:2]1[CH:7]=[CH:6][C:5]([S:8]([O:11][CH2:12][CH:13]([OH:16])[CH2:14][Cl:15])(=[O:10])=[O:9])=[CH:4][CH:3]=1.N1C=CN=C1.[C:22]([Si:26](Cl)([CH3:28])[CH3:27])([CH3:25])([CH3:24])[CH3:23].C(=O)([O-])O.[Na+]. (3) Given the product [F:48][C:49]1[CH:50]=[C:51]2[C:55](=[CH:56][CH:57]=1)[N:54]([NH:58][C:8]([C:7]1[C:2]([CH3:1])=[N:3][C:4]([C:11]3[CH:16]=[CH:15][CH:14]=[CH:13][N:12]=3)=[N:5][CH:6]=1)=[O:10])[CH2:53][C:52]2([CH3:60])[CH3:59], predict the reactants needed to synthesize it. The reactants are: [CH3:1][C:2]1[C:7]([C:8]([OH:10])=O)=[CH:6][N:5]=[C:4]([C:11]2[CH:16]=[CH:15][CH:14]=[CH:13][N:12]=2)[N:3]=1.CN(C(SC1[N+]([O-])=CC=CC=1)=[N+](C)C)C.F[P-](F)(F)(F)(F)F.CCN(C(C)C)C(C)C.[F:48][C:49]1[CH:50]=[C:51]2[C:55](=[CH:56][CH:57]=1)[N:54]([NH2:58])[CH2:53][C:52]2([CH3:60])[CH3:59]. (4) Given the product [NH2:31][C:17]1[N:18]([CH3:21])[C:19](=[O:20])[C:13]2([N:16]=1)[CH:12]1[CH:7]([CH2:8][CH:9]([O:23][Si:24]([C:27]([CH3:28])([CH3:30])[CH3:29])([CH3:26])[CH3:25])[CH2:10][CH2:11]1)[O:6][C:5]1[C:14]2=[CH:15][C:2]([Br:1])=[CH:3][CH:4]=1, predict the reactants needed to synthesize it. The reactants are: [Br:1][C:2]1[CH:15]=[C:14]2[C:5]([O:6][CH:7]3[CH:12]([C:13]42[C:19](=[O:20])[N:18]([CH3:21])[C:17](=S)[NH:16]4)[CH2:11][CH2:10][CH:9]([O:23][Si:24]([C:27]([CH3:30])([CH3:29])[CH3:28])([CH3:26])[CH3:25])[CH2:8]3)=[CH:4][CH:3]=1.[NH3:31].C(OO)(C)(C)C. (5) Given the product [C:1]([C:3]([NH:7][C:8](=[O:20])[C:9]1[CH:14]=[CH:13][C:12]([O:15][C:16]([F:19])([F:18])[F:17])=[CH:11][CH:10]=1)([CH3:6])[CH2:4][O:5][C:22]1[CH:23]=[C:24]([C:25]#[N:26])[CH:27]=[CH:28][C:29]=1[C:30]([F:31])([F:33])[F:32])#[N:2], predict the reactants needed to synthesize it. The reactants are: [C:1]([C:3]([NH:7][C:8](=[O:20])[C:9]1[CH:14]=[CH:13][C:12]([O:15][C:16]([F:19])([F:18])[F:17])=[CH:11][CH:10]=1)([CH3:6])[CH2:4][OH:5])#[N:2].F[C:22]1[CH:23]=[C:24]([CH:27]=[CH:28][C:29]=1[C:30]([F:33])([F:32])[F:31])[C:25]#[N:26].[H-].[Na+]. (6) Given the product [N:36]1([CH2:42][CH2:43][C:44]([O:35][C:3]2([CH2:1][CH3:2])[C:32]3[CH:31]=[C:30]4[N:8]([CH2:9][C:10]5[C:11]4=[N:12][C:13]4[C:18]([C:19]=5[C:20]5[CH:25]=[CH:24][C:23]([CH3:26])=[CH:22][CH:21]=5)=[CH:17][C:16]5[O:27][CH2:28][O:29][C:15]=5[CH:14]=4)[C:7](=[O:33])[C:6]=3[CH2:5][C:4]2=[O:34])=[O:45])[CH2:41][CH2:40][CH2:39][CH2:38][CH2:37]1, predict the reactants needed to synthesize it. The reactants are: [CH2:1]([C:3]1([OH:35])[C:32]2[CH:31]=[C:30]3[N:8]([CH2:9][C:10]4[C:11]3=[N:12][C:13]3[C:18]([C:19]=4[C:20]4[CH:25]=[CH:24][C:23]([CH3:26])=[CH:22][CH:21]=4)=[CH:17][C:16]4[O:27][CH2:28][O:29][C:15]=4[CH:14]=3)[C:7](=[O:33])[C:6]=2[CH2:5][C:4]1=[O:34])[CH3:2].[N:36]1([CH2:42][CH2:43][C:44](O)=[O:45])[CH2:41][CH2:40][CH2:39][CH2:38][CH2:37]1.Cl.CN(C)CCCN=C=NCC. (7) Given the product [CH3:1][O:2][C:3]1[CH:8]=[C:7]([CH3:9])[C:6]([S:10]([N:13]([CH2:15][C:16]2[O:20][CH:19]=[C:18]([C:21]([NH:53][CH:51]3[CH2:50][C:49]([CH3:55])([CH3:54])[N:48]([CH3:25])[C:47]([CH3:56])([CH3:46])[CH2:52]3)=[O:22])[CH:17]=2)[CH3:14])(=[O:11])=[O:12])=[C:5]([CH3:24])[CH:4]=1, predict the reactants needed to synthesize it. The reactants are: [CH3:1][O:2][C:3]1[CH:8]=[C:7]([CH3:9])[C:6]([S:10]([N:13]([CH2:15][C:16]2[O:20][CH:19]=[C:18]([C:21](O)=[O:22])[CH:17]=2)[CH3:14])(=[O:12])=[O:11])=[C:5]([CH3:24])[CH:4]=1.[CH:25]1C=CC2N(O)N=NC=2C=1.CCN=C=NCCCN(C)C.[CH3:46][C:47]1([CH3:56])[CH2:52][CH:51]([NH2:53])[CH2:50][C:49]([CH3:55])([CH3:54])[NH:48]1.